Dataset: Full USPTO retrosynthesis dataset with 1.9M reactions from patents (1976-2016). Task: Predict the reactants needed to synthesize the given product. (1) The reactants are: [Br:1][C:2]1[CH:3]=[CH:4][C:5]([F:34])=[C:6]([C:8]([NH:27]S(C(C)(C)C)=O)([CH3:26])[CH2:9][C:10]2([S:16][CH2:17][C:18]3[CH:23]=[CH:22][C:21]([O:24][CH3:25])=[CH:20][CH:19]=3)[CH2:15][CH2:14][O:13][CH2:12][CH2:11]2)[CH:7]=1.Cl. Given the product [Br:1][C:2]1[CH:3]=[CH:4][C:5]([F:34])=[C:6]([C:8]([NH2:27])([CH3:26])[CH2:9][C:10]2([S:16][CH2:17][C:18]3[CH:19]=[CH:20][C:21]([O:24][CH3:25])=[CH:22][CH:23]=3)[CH2:11][CH2:12][O:13][CH2:14][CH2:15]2)[CH:7]=1, predict the reactants needed to synthesize it. (2) Given the product [C:1]([O:6][CH2:7][CH2:8][CH2:9][CH3:10])(=[O:5])[CH:2]=[CH2:3].[C:27]([O:32][CH3:33])(=[O:31])[C:28]([CH3:30])=[CH2:29], predict the reactants needed to synthesize it. The reactants are: [C:1]([O:6][CH2:7][CH2:8][CH2:9][CH3:10])(=[O:5])[C:2](C)=[CH2:3].Cl.Cl.N(C(C)(C)C(N)=N)=NC(C)(C)C(N)=N.[C:27]([O:32][CH3:33])(=[O:31])[C:28]([CH3:30])=[CH2:29].C(OCCCC)(=O)C=C.C(O)(=O)C=C.C(S)CCCCCCCCCCC. (3) Given the product [Cl:1][C:2]1[CH:7]=[C:6]([C:8]2[CH:13]=[C:12]([O:14][CH2:15][CH:16]([CH3:17])[CH3:18])[CH:11]=[C:10]([F:19])[CH:9]=2)[N:5]=[CH:4][C:3]=1[C:20]([NH:44][S:41]([C:39]1[CH:38]=[CH:37][CH:36]=[C:35]([N+:32]([O-:34])=[O:33])[N:40]=1)(=[O:42])=[O:43])=[O:22], predict the reactants needed to synthesize it. The reactants are: [Cl:1][C:2]1[CH:7]=[C:6]([C:8]2[CH:13]=[C:12]([O:14][CH2:15][CH:16]([CH3:18])[CH3:17])[CH:11]=[C:10]([F:19])[CH:9]=2)[N:5]=[CH:4][C:3]=1[C:20]([OH:22])=O.O=S(Cl)Cl.CN(C=O)C.[N+:32]([C:35]1[N:40]=[C:39]([S:41]([NH2:44])(=[O:43])=[O:42])[CH:38]=[CH:37][CH:36]=1)([O-:34])=[O:33]. (4) Given the product [NH2:9][C:3]1[N:4]=[CH:5][N:6]=[C:7]([NH:10][CH2:11][CH:12]2[CH2:13][CH2:14][N:15]([C:18](=[O:20])[CH:38]=[CH2:39])[CH2:16][CH2:17]2)[C:2]=1[C:30]1[CH:29]=[CH:28][C:27]([O:26][CH3:25])=[C:32]([O:33][CH3:34])[CH:31]=1, predict the reactants needed to synthesize it. The reactants are: Cl[C:2]1[C:3]([NH2:9])=[N:4][CH:5]=[N:6][C:7]=1Cl.[NH2:10][CH2:11][CH:12]1[CH2:17][CH2:16][N:15]([C:18]([O:20]C(C)(C)C)=O)[CH2:14][CH2:13]1.[CH3:25][O:26][C:27]1[CH:28]=[C:29](B(O)O)[CH:30]=[CH:31][C:32]=1[O:33][CH3:34].[C:38](Cl)(=O)[CH:39]=C. (5) Given the product [Br:21][C:18]1[CH:19]=[N:20][C:5]2[NH:4][C@@H:9]([CH3:10])[CH2:8][N:7]([C:11]([O:13][CH:14]([CH3:16])[CH3:15])=[O:12])[C:6]=2[CH:17]=1, predict the reactants needed to synthesize it. The reactants are: C([N:4]1[C@@H:9]([CH3:10])[CH2:8][N:7]([C:11]([O:13][CH:14]([CH3:16])[CH3:15])=[O:12])[C:6]2[CH:17]=[C:18]([Br:21])[CH:19]=[N:20][C:5]1=2)(=O)C.[OH-].[Na+].